Dataset: Peptide-MHC class I binding affinity with 185,985 pairs from IEDB/IMGT. Task: Regression. Given a peptide amino acid sequence and an MHC pseudo amino acid sequence, predict their binding affinity value. This is MHC class I binding data. (1) The MHC is HLA-B07:02 with pseudo-sequence HLA-B07:02. The binding affinity (normalized) is 0.0847. The peptide sequence is EMRFAYICT. (2) The peptide sequence is SADASTFLK. The binding affinity (normalized) is 0.575. The MHC is HLA-A31:01 with pseudo-sequence HLA-A31:01. (3) The peptide sequence is NFIPIIYSK. The MHC is HLA-A68:01 with pseudo-sequence HLA-A68:01. The binding affinity (normalized) is 0.599. (4) The peptide sequence is EIINNGISY. The MHC is HLA-A29:02 with pseudo-sequence HLA-A29:02. The binding affinity (normalized) is 0.0847. (5) The peptide sequence is NIRNDDKYT. The MHC is HLA-A02:03 with pseudo-sequence HLA-A02:03. The binding affinity (normalized) is 0.300. (6) The peptide sequence is AANMYIYPL. The MHC is BoLA-HD6 with pseudo-sequence BoLA-HD6. The binding affinity (normalized) is 0.454.